This data is from Reaction yield outcomes from USPTO patents with 853,638 reactions. The task is: Predict the reaction yield, written as a fraction of the theoretical maximum amount of product (1.0 means a 100% yield; for example, 0.34 means a 34% yield). (1) The reactants are [Cl:1][C:2]1[N:7]=[C:6](Cl)[CH:5]=[C:4]([CH3:9])[N:3]=1.[CH3:10][NH2:11].CO. The catalyst is C(Cl)Cl. The product is [Cl:1][C:2]1[N:7]=[C:6]([NH:11][CH3:10])[CH:5]=[C:4]([CH3:9])[N:3]=1. The yield is 0.606. (2) The reactants are [CH3:1]C(C)([O-])C.[K+].[CH2:7]([O:9][CH:10]([O:12][C:13]1[CH:14]=[C:15]2[C:20](=[CH:21][CH:22]=1)[CH:19]=[C:18]([CH:23]=O)[CH:17]=[CH:16]2)[CH3:11])[CH3:8].O. The catalyst is [Br-].C[P+](C1C=CC=CC=1)(C1C=CC=CC=1)C1C=CC=CC=1.C1COCC1. The product is [CH2:7]([O:9][CH:10]([O:12][C:13]1[CH:14]=[C:15]2[C:20](=[CH:21][CH:22]=1)[CH:19]=[C:18]([CH:23]=[CH2:1])[CH:17]=[CH:16]2)[CH3:11])[CH3:8]. The yield is 0.960. (3) The reactants are [Si]([O:8][CH2:9][C@:10]1([CH3:34])[S:16][CH2:15][CH2:14][N:13]2[C:17]([C:20]3([C:23]4[CH:28]=[CH:27][C:26]([C:29]5[O:30][CH:31]=[CH:32][N:33]=5)=[CH:25][CH:24]=4)[CH2:22][CH2:21]3)=[N:18][N:19]=[C:12]2[CH2:11]1)(C(C)(C)C)(C)C.Cl. The catalyst is CO. The product is [CH3:34][C@@:10]1([CH2:9][OH:8])[S:16][CH2:15][CH2:14][N:13]2[C:17]([C:20]3([C:23]4[CH:24]=[CH:25][C:26]([C:29]5[O:30][CH:31]=[CH:32][N:33]=5)=[CH:27][CH:28]=4)[CH2:22][CH2:21]3)=[N:18][N:19]=[C:12]2[CH2:11]1. The yield is 0.880. (4) The reactants are [C:1]([O:9]C(C)(C)C)(=[O:8])[CH2:2][C:3](OCC)=O.[H-].[Na+].[F:16][C:17]1[C:22]([F:23])=[CH:21][CH:20]=[CH:19][C:18]=1[N+:24]([O-:26])=[O:25].[NH4+].[Cl-].[CH3:29]N(C=O)C. No catalyst specified. The product is [CH2:3]([CH:2]([C:21]1[CH:20]=[CH:19][C:18]([N+:24]([O-:26])=[O:25])=[C:17]([F:16])[C:22]=1[F:23])[C:1]([OH:9])=[O:8])[CH3:29]. The yield is 0.850.